From a dataset of Forward reaction prediction with 1.9M reactions from USPTO patents (1976-2016). Predict the product of the given reaction. (1) Given the reactants N.[O-:2][N+:3]1[C:8]2[CH:9]=[CH:10][CH:11]=[CH:12][C:7]=2[N+:6]([O-:13])=[C:5]([NH:14][CH2:15][CH2:16][N:17]([CH3:27])[CH2:18][CH2:19][NH:20][C:21](=[O:26])[C:22](F)(F)F)[N:4]=1.N1(C([C:35]2[C:48]3[C:39](=[N:40][C:41]4[C:46]([N:47]=3)=C[CH:44]=[CH:43][CH:42]=4)[CH:38]=[CH:37][CH:36]=2)=O)C=CN=C1, predict the reaction product. The product is: [O-:2][N+:3]1[C:8]2[CH:9]=[CH:10][CH:11]=[CH:12][C:7]=2[N+:6]([O-:13])=[C:5]([NH:14][CH2:15][CH2:16][N:17]([CH3:27])[CH2:18][CH2:19][NH:20][C:21]([C:22]2[C:46]3[C:41](=[N:40][C:39]4[C:48]([N:47]=3)=[CH:35][CH:36]=[CH:37][CH:38]=4)[CH:42]=[CH:43][CH:44]=2)=[O:26])[N:4]=1. (2) Given the reactants [NH2:1][C:2]1[CH:6]=[C:5]([C:7]([CH3:10])([CH3:9])[CH3:8])[S:4][C:3]=1[C:11]([NH2:13])=[O:12].[F:14][C:15]([F:26])([C:19]1[CH:24]=[CH:23][C:22]([F:25])=[CH:21][CH:20]=1)[C:16](O)=[O:17].CN(C(ON1N=NC2C=CC=NC1=2)=[N+](C)C)C.F[P-](F)(F)(F)(F)F.C(N(C(C)C)CC)(C)C, predict the reaction product. The product is: [C:7]([C:5]1[S:4][C:3]([C:11]([NH2:13])=[O:12])=[C:2]([NH:1][C:16](=[O:17])[C:15]([F:26])([F:14])[C:19]2[CH:20]=[CH:21][C:22]([F:25])=[CH:23][CH:24]=2)[CH:6]=1)([CH3:10])([CH3:8])[CH3:9]. (3) Given the reactants [F:1][C@H:2]1[C@@H:7]([O:8][C:9]2[CH:16]=[CH:15][C:14]([C:17]3[N:22]=[C:21]([NH:23][C:24]4[CH:29]=[CH:28][C:27]([N:30]5[CH2:35][CH2:34][N:33]([CH:36]6[CH2:39][O:38][CH2:37]6)[CH2:32][CH2:31]5)=[CH:26][CH:25]=4)[N:20]=[CH:19][N:18]=3)=[CH:13][C:10]=2[C:11]#[N:12])[CH2:6][CH2:5][NH:4][CH2:3]1.[C:40]([CH2:42][C:43](O)=[O:44])#[N:41].CN(C(ON1N=NC2C=CC=NC1=2)=[N+](C)C)C.F[P-](F)(F)(F)(F)F.CCN(C(C)C)C(C)C, predict the reaction product. The product is: [C:40]([CH2:42][C:43]([N:4]1[CH2:5][CH2:6][C@H:7]([O:8][C:9]2[CH:16]=[CH:15][C:14]([C:17]3[N:22]=[C:21]([NH:23][C:24]4[CH:29]=[CH:28][C:27]([N:30]5[CH2:31][CH2:32][N:33]([CH:36]6[CH2:39][O:38][CH2:37]6)[CH2:34][CH2:35]5)=[CH:26][CH:25]=4)[N:20]=[CH:19][N:18]=3)=[CH:13][C:10]=2[C:11]#[N:12])[C@H:2]([F:1])[CH2:3]1)=[O:44])#[N:41]. (4) Given the reactants Cl[C:2]1[CH:7]=[C:6]([O:8][C:9]2[C:10]([CH3:16])=[N:11][C:12]([CH3:15])=[CH:13][CH:14]=2)[CH:5]=[CH:4][N:3]=1.C([O-])([O-])=O.[Cs+].[Cs+].CC1(C)C2C(=C(P(C3C=CC=CC=3)C3C=CC=CC=3)C=CC=2)OC2C(P(C3C=CC=CC=3)C3C=CC=CC=3)=CC=CC1=2.[CH2:65]([N:67]1[C:71]([NH2:72])=[CH:70][CH:69]=[N:68]1)[CH3:66], predict the reaction product. The product is: [CH3:16][C:10]1[C:9]([O:8][C:6]2[CH:5]=[CH:4][N:3]=[C:2]([NH:72][C:71]3[N:67]([CH2:65][CH3:66])[N:68]=[CH:69][CH:70]=3)[CH:7]=2)=[CH:14][CH:13]=[C:12]([CH3:15])[N:11]=1. (5) Given the reactants [N:1]1[CH:6]=[CH:5][CH:4]=[C:3]([CH2:7][O:8][C:9]2[CH:14]=[CH:13][C:12]([CH2:15][C:16]([O:18]C)=[O:17])=[CH:11][CH:10]=2)[CH:2]=1.[OH-].[Na+], predict the reaction product. The product is: [N:1]1[CH:6]=[CH:5][CH:4]=[C:3]([CH2:7][O:8][C:9]2[CH:14]=[CH:13][C:12]([CH2:15][C:16]([OH:18])=[O:17])=[CH:11][CH:10]=2)[CH:2]=1. (6) Given the reactants [Cl:1][C:2]1[CH:3]=[CH:4][C:5]([O:22][CH3:23])=[C:6]([C:8]2[CH:13]=[CH:12][C:11](/[C:14](/[CH3:21])=[CH:15]/[C:16](OCC)=[O:17])=[CH:10][CH:9]=2)[CH:7]=1.CC(C[AlH]CC(C)C)C, predict the reaction product. The product is: [Cl:1][C:2]1[CH:3]=[CH:4][C:5]([O:22][CH3:23])=[C:6]([C:8]2[CH:13]=[CH:12][C:11](/[C:14](/[CH3:21])=[CH:15]/[CH2:16][OH:17])=[CH:10][CH:9]=2)[CH:7]=1. (7) The product is: [CH2:19]([O:26][C:27]([N:29]1[CH2:35][CH2:34][C:33](=[O:36])[N:32]([CH:37]([CH2:48][O:49][CH3:50])[CH2:38][CH2:39][OH:40])[CH2:31][CH2:30]1)=[O:28])[C:20]1[CH:25]=[CH:24][CH:23]=[CH:22][CH:21]=1. Given the reactants [F-].C([N+](CCCC)(CCCC)CCCC)CCC.[CH2:19]([O:26][C:27]([N:29]1[CH2:35][CH2:34][C:33](=[O:36])[N:32]([CH:37]([CH2:48][O:49][CH3:50])[CH2:38][CH2:39][O:40][Si](C(C)(C)C)(C)C)[CH2:31][CH2:30]1)=[O:28])[C:20]1[CH:25]=[CH:24][CH:23]=[CH:22][CH:21]=1.O, predict the reaction product. (8) Given the reactants [C:1]([O:5][C:6]([N:8]1[CH2:13][CH2:12][CH:11]([N:14]([C:20]2[CH:25]=[CH:24][C:23]([OH:26])=[CH:22][CH:21]=2)[CH2:15][CH2:16][CH:17]([CH3:19])[CH3:18])[CH2:10][CH2:9]1)=[O:7])([CH3:4])([CH3:3])[CH3:2].[H-].[Na+].CS(O[CH2:34][C:35]1[CH:40]=[CH:39][C:38]([F:41])=[CH:37][CH:36]=1)(=O)=O, predict the reaction product. The product is: [C:1]([O:5][C:6]([N:8]1[CH2:13][CH2:12][CH:11]([N:14]([C:20]2[CH:25]=[CH:24][C:23]([O:26][CH2:34][C:35]3[CH:40]=[CH:39][C:38]([F:41])=[CH:37][CH:36]=3)=[CH:22][CH:21]=2)[CH2:15][CH2:16][CH:17]([CH3:18])[CH3:19])[CH2:10][CH2:9]1)=[O:7])([CH3:3])([CH3:4])[CH3:2]. (9) Given the reactants [C:1]([C:3]1[CH:8]=[CH:7][C:6]([O:9][CH2:10][O:11][CH3:12])=[CH:5][C:4]=1[CH3:13])#[CH:2].[Cl:14][C:15]1[C:16]([C:22]#[N:23])=[N:17][CH:18]=[C:19](Cl)[CH:20]=1.C(N(CC)CC)C, predict the reaction product. The product is: [Cl:14][C:15]1[C:16]([C:22]#[N:23])=[N:17][CH:18]=[C:19]([C:2]#[C:1][C:3]2[CH:8]=[CH:7][C:6]([O:9][CH2:10][O:11][CH3:12])=[CH:5][C:4]=2[CH3:13])[CH:20]=1. (10) Given the reactants C([N:8]1[CH2:13][CH2:12][CH:11]([C:14]([N:16]2[CH2:21][CH2:20][N:19]([CH3:22])[CH2:18][CH2:17]2)=[O:15])[CH2:10][CH2:9]1)C1C=CC=CC=1, predict the reaction product. The product is: [CH3:22][N:19]1[CH2:18][CH2:17][N:16]([C:14]([CH:11]2[CH2:12][CH2:13][NH:8][CH2:9][CH2:10]2)=[O:15])[CH2:21][CH2:20]1.